This data is from Catalyst prediction with 721,799 reactions and 888 catalyst types from USPTO. The task is: Predict which catalyst facilitates the given reaction. (1) Reactant: [O:1]1[C:5]2[CH:6]=[CH:7][CH:8]=[CH:9][C:4]=2[N:3]=[C:2]1[S:10][CH2:11][CH2:12][CH2:13][N:14]1[CH2:19][CH2:18][N:17]([CH2:20][C:21]([NH:23][C:24]2[C:29]([CH:30]([CH3:32])[CH3:31])=[CH:28][CH:27]=[C:26]([OH:33])[C:25]=2[CH:34]([CH3:36])[CH3:35])=[O:22])[CH2:16][CH2:15]1.[CH:37](N(CC)C(C)C)(C)C.C[Si](C=[N+]=[N-])(C)C.CCCCCC. Product: [O:1]1[C:5]2[CH:6]=[CH:7][CH:8]=[CH:9][C:4]=2[N:3]=[C:2]1[S:10][CH2:11][CH2:12][CH2:13][N:14]1[CH2:19][CH2:18][N:17]([CH2:20][C:21]([NH:23][C:24]2[C:29]([CH:30]([CH3:32])[CH3:31])=[CH:28][CH:27]=[C:26]([O:33][CH3:37])[C:25]=2[CH:34]([CH3:36])[CH3:35])=[O:22])[CH2:16][CH2:15]1. The catalyst class is: 449. (2) The catalyst class is: 3. Reactant: Cl[C:2]1[N:7]=[C:6]([CH3:8])[C:5]([CH:9]=[O:10])=[CH:4][CH:3]=1.[CH3:11][O:12][C:13](=[O:22])[CH2:14][C:15]1[CH:20]=[CH:19][CH:18]=[C:17]([OH:21])[CH:16]=1.C([O-])([O-])=O.[K+].[K+]. Product: [CH3:11][O:12][C:13](=[O:22])[CH2:14][C:15]1[CH:20]=[CH:19][CH:18]=[C:17]([O:21][C:2]2[CH:3]=[CH:4][C:5]([CH:9]=[O:10])=[C:6]([CH3:8])[N:7]=2)[CH:16]=1.